This data is from Catalyst prediction with 721,799 reactions and 888 catalyst types from USPTO. The task is: Predict which catalyst facilitates the given reaction. (1) Reactant: [OH:1][CH:2]([C:46]1[CH:51]=[CH:50][CH:49]=[CH:48][CH:47]=1)[CH2:3][CH2:4][CH:5]1[C:8](=[O:9])[N:7]([C:10]2[CH:15]=[CH:14][C:13]([NH:16][C:17](=[O:37])[CH2:18][CH2:19][CH2:20][CH2:21][NH:22][C:23](=[O:36])[CH:24]([NH2:35])[CH2:25][C:26]3[CH:31]=[CH:30][C:29]([N:32]=[N+:33]=[N-:34])=[CH:28][CH:27]=3)=[CH:12][CH:11]=2)[CH:6]1[C:38]1[CH:43]=[CH:42][C:41]([O:44][CH3:45])=[CH:40][CH:39]=1.[C:52](C1CC(=O)N(O)C1=O)(=[O:66])[CH2:53][CH2:54][CH2:55][CH2:56][C@H:57]1[C@@H:65]2[C@@H:60]([NH:61][C:62]([NH:64]2)=[O:63])[CH2:59][S:58]1. Product: [N:32]([C:29]1[CH:30]=[CH:31][C:26]([CH2:25][CH:24]([NH:35][C:52](=[O:66])[CH2:53][CH2:54][CH2:55][CH2:56][CH:57]2[CH:65]3[NH:64][C:62](=[O:63])[NH:61][CH:60]3[CH2:59][S:58]2)[C:23](=[O:36])[NH:22][CH2:21][CH2:20][CH2:19][CH2:18][C:17](=[O:37])[NH:16][C:13]2[CH:12]=[CH:11][C:10]([N:7]3[C:8](=[O:9])[CH:5]([CH2:4][CH2:3][CH:2]([OH:1])[C:46]4[CH:47]=[CH:48][CH:49]=[CH:50][CH:51]=4)[CH:6]3[C:38]3[CH:39]=[CH:40][C:41]([O:44][CH3:45])=[CH:42][CH:43]=3)=[CH:15][CH:14]=2)=[CH:27][CH:28]=1)=[N+:33]=[N-:34]. The catalyst class is: 9. (2) Reactant: CC1(C)[N:6](C(OC(C)(C)C)=O)[C@@:5]([CH3:41])([C:14]2[S:15][C:16]([C:19]3[CH:24]=[CH:23][C:22]([O:25][CH2:26][CH2:27][CH2:28][CH2:29][O:30][C:31]4[CH:36]=[CH:35][CH:34]=[CH:33][CH:32]=4)=[C:21]([C:37]([F:40])([F:39])[F:38])[CH:20]=3)=[CH:17][N:18]=2)[CH2:4][O:3]1.P([O-])([O-])([O-])=O. Product: [NH2:6][C@@:5]([C:14]1[S:15][C:16]([C:19]2[CH:24]=[CH:23][C:22]([O:25][CH2:26][CH2:27][CH2:28][CH2:29][O:30][C:31]3[CH:36]=[CH:35][CH:34]=[CH:33][CH:32]=3)=[C:21]([C:37]([F:39])([F:40])[F:38])[CH:20]=2)=[CH:17][N:18]=1)([CH3:41])[CH2:4][OH:3]. The catalyst class is: 47. (3) Reactant: FC(F)(F)C([N:5]([C@@H:13]1[CH2:15][C@H:14]1[C:16]1[CH:21]=[CH:20][CH:19]=[CH:18][CH:17]=1)[CH2:6][CH:7]1[CH2:12][CH2:11][NH:10][CH2:9][CH2:8]1)=O.N1C=CC=CC=1.[C:30]1([S:36](Cl)(=[O:38])=[O:37])[CH:35]=[CH:34][CH:33]=[CH:32][CH:31]=1.[NH4+].[Cl-]. Product: [C:16]1([C@@H:14]2[CH2:15][C@H:13]2[NH:5][CH2:6][CH:7]2[CH2:8][CH2:9][N:10]([S:36]([C:30]3[CH:35]=[CH:34][CH:33]=[CH:32][CH:31]=3)(=[O:38])=[O:37])[CH2:11][CH2:12]2)[CH:17]=[CH:18][CH:19]=[CH:20][CH:21]=1. The catalyst class is: 22. (4) Reactant: [C:1]([O:5][C:6](=[O:19])[N:7]([C@H:9]1[CH2:14][CH2:13][C@H:12]([C:15]#[C:16][CH2:17][OH:18])[CH2:11][CH2:10]1)[CH3:8])([CH3:4])([CH3:3])[CH3:2].COCCO[AlH2-]OCCOC.[Na+].OS([O-])(=O)=O.[K+]. Product: [C:1]([O:5][C:6](=[O:19])[N:7]([C@H:9]1[CH2:10][CH2:11][C@H:12](/[CH:15]=[CH:16]/[CH2:17][OH:18])[CH2:13][CH2:14]1)[CH3:8])([CH3:2])([CH3:4])[CH3:3]. The catalyst class is: 28. (5) Reactant: [F:1][C:2]1[CH:28]=[CH:27][CH:26]=[C:25]([F:29])[C:3]=1[C:4]([NH:6][C:7]1[S:8][C:9]([C:15]2[CH:20]=[CH:19][CH:18]=[C:17]([C:21]([F:24])([F:23])[F:22])[CH:16]=2)=[C:10]([CH:12]([OH:14])[CH3:13])[N:11]=1)=[O:5].CC(OI1(OC(C)=O)(OC(C)=O)OC(=O)C2C=CC=CC1=2)=O. Product: [C:12]([C:10]1[N:11]=[C:7]([NH:6][C:4](=[O:5])[C:3]2[C:25]([F:29])=[CH:26][CH:27]=[CH:28][C:2]=2[F:1])[S:8][C:9]=1[C:15]1[CH:20]=[CH:19][CH:18]=[C:17]([C:21]([F:22])([F:23])[F:24])[CH:16]=1)(=[O:14])[CH3:13]. The catalyst class is: 2. (6) Reactant: [CH3:1][O:2][C:3]1[CH:20]=[CH:19][C:6]([O:7][C:8]2[CH:13]=[CH:12][C:11]([C:14](=[O:18])[CH2:15][CH:16]=O)=[CH:10][CH:9]=2)=[CH:5][CH:4]=1.Cl.[NH2:22]O.C(O)(=O)C. Product: [CH3:1][O:2][C:3]1[CH:20]=[CH:19][C:6]([O:7][C:8]2[CH:13]=[CH:12][C:11]([C:14]3[O:18][N:22]=[CH:16][CH:15]=3)=[CH:10][CH:9]=2)=[CH:5][CH:4]=1. The catalyst class is: 88. (7) Reactant: Cl.[F:2][C:3]1[CH:4]=[C:5]([NH:10]N)[CH:6]=[C:7]([F:9])[CH:8]=1.C(N(CC)CC)C.[C:19]([O:24][CH2:25][CH3:26])(=[O:23])[C:20]([CH3:22])=O.O. Product: [F:2][C:3]1[CH:8]=[C:7]([F:9])[CH:6]=[C:5]2[C:4]=1[CH:22]=[C:20]([C:19]([O:24][CH2:25][CH3:26])=[O:23])[NH:10]2. The catalyst class is: 48.